The task is: Regression. Given two drug SMILES strings and cell line genomic features, predict the synergy score measuring deviation from expected non-interaction effect.. This data is from NCI-60 drug combinations with 297,098 pairs across 59 cell lines. Drug 1: C1CN(CCN1C(=O)CCBr)C(=O)CCBr. Drug 2: C(CCl)NC(=O)N(CCCl)N=O. Cell line: MOLT-4. Synergy scores: CSS=76.5, Synergy_ZIP=-0.974, Synergy_Bliss=1.03, Synergy_Loewe=-9.92, Synergy_HSA=3.53.